Dataset: Forward reaction prediction with 1.9M reactions from USPTO patents (1976-2016). Task: Predict the product of the given reaction. Given the reactants [OH:1][C:2]1[CH:7]=[CH:6][C:5]([C:8](=[NH:11])[NH:9][OH:10])=[CH:4][C:3]=1[S:12]([NH:15][CH2:16][CH2:17][C:18]1[CH:23]=[CH:22][C:21]([C:24]2[CH:29]=[CH:28][CH:27]=[CH:26][C:25]=2[S:30]([CH3:33])(=[O:32])=[O:31])=[CH:20][C:19]=1[O:34][CH2:35][C:36]([OH:38])=[O:37])(=[O:14])=[O:13].[CH2:39](O)[CH2:40][CH2:41][CH3:42].[ClH:44], predict the reaction product. The product is: [ClH:44].[OH:1][C:2]1[CH:7]=[CH:6][C:5]([C:8](=[NH:11])[NH:9][OH:10])=[CH:4][C:3]=1[S:12]([NH:15][CH2:16][CH2:17][C:18]1[CH:23]=[CH:22][C:21]([C:24]2[CH:29]=[CH:28][CH:27]=[CH:26][C:25]=2[S:30]([CH3:33])(=[O:32])=[O:31])=[CH:20][C:19]=1[O:34][CH2:35][C:36]([O:38][CH2:39][CH2:40][CH2:41][CH3:42])=[O:37])(=[O:13])=[O:14].